From a dataset of Full USPTO retrosynthesis dataset with 1.9M reactions from patents (1976-2016). Predict the reactants needed to synthesize the given product. The reactants are: [C:1]([O:5][C:6](=[O:29])[NH:7][C:8]1[CH:13]=[CH:12][CH:11]=[C:10]([CH2:14][CH:15]2[CH2:19][CH:18]([NH:20][C:21]([O:23][C:24]([CH3:27])([CH3:26])[CH3:25])=[O:22])[CH2:17][CH:16]2[OH:28])[N:9]=1)([CH3:4])([CH3:3])[CH3:2].C[N+]1([O-])CCOCC1. Given the product [C:1]([O:5][C:6](=[O:29])[NH:7][C:8]1[CH:13]=[CH:12][CH:11]=[C:10]([CH2:14][CH:15]2[CH2:19][CH:18]([NH:20][C:21]([O:23][C:24]([CH3:27])([CH3:26])[CH3:25])=[O:22])[CH2:17][C:16]2=[O:28])[N:9]=1)([CH3:2])([CH3:4])[CH3:3], predict the reactants needed to synthesize it.